Dataset: Full USPTO retrosynthesis dataset with 1.9M reactions from patents (1976-2016). Task: Predict the reactants needed to synthesize the given product. Given the product [NH2:2][C:3]1[C:8]([C:9]#[N:10])=[CH:7][CH:6]=[C:5]([Cl:12])[N:4]=1, predict the reactants needed to synthesize it. The reactants are: Cl.[NH2:2][C:3]1[C:8]([CH:9]=[N:10]O)=[CH:7][CH:6]=[C:5]([Cl:12])[N:4]=1.O1CCOCC1.N1C=CC=CC=1.FC(F)(F)C(OC(=O)C(F)(F)F)=O.